This data is from Full USPTO retrosynthesis dataset with 1.9M reactions from patents (1976-2016). The task is: Predict the reactants needed to synthesize the given product. (1) Given the product [OH:1][CH2:2][C:3]1([N:16]2[CH2:21][CH2:20][CH2:19][NH:18][C:17]2=[O:22])[CH2:4][CH2:5][NH:6][CH2:7][CH2:8]1, predict the reactants needed to synthesize it. The reactants are: [OH:1][CH2:2][C:3]1([N:16]2[CH2:21][CH2:20][CH2:19][NH:18][C:17]2=[O:22])[CH2:8][CH2:7][N:6](CC2C=CC=CC=2)[CH2:5][CH2:4]1.[H][H]. (2) Given the product [Br:1][C:2]1[C:7]([N+:8]([O-:10])=[O:9])=[C:6]([N:11]([CH2:26][C:27]2[CH:28]=[CH:29][C:30]([CH2:31][P:32]([O:36][CH2:37][CH3:38])([O:33][CH2:34][CH3:35])=[O:39])=[CH:40][CH:41]=2)[C:12](=[O:16])[O:13][CH2:14][CH3:15])[CH:5]=[C:4]([Br:17])[N:3]=1, predict the reactants needed to synthesize it. The reactants are: [Br:1][C:2]1[C:7]([N+:8]([O-:10])=[O:9])=[C:6]([NH:11][C:12](=[O:16])[O:13][CH2:14][CH3:15])[CH:5]=[C:4]([Br:17])[N:3]=1.C(N(CC)CC)C.Br[CH2:26][C:27]1[CH:41]=[CH:40][C:30]([CH2:31][P:32](=[O:39])([O:36][CH2:37][CH3:38])[O:33][CH2:34][CH3:35])=[CH:29][CH:28]=1.